From a dataset of Catalyst prediction with 721,799 reactions and 888 catalyst types from USPTO. Predict which catalyst facilitates the given reaction. Reactant: C[O:2][C:3](=[O:24])[C:4]1[CH:9]=[C:8]([C:10]2[CH:15]=[CH:14][C:13]([C:16]#[N:17])=[CH:12][CH:11]=2)[C:7]([O:18][CH2:19][C:20]([F:23])([F:22])[F:21])=[N:6][CH:5]=1.C1COCC1.[OH-].[Li+].Cl. Product: [C:16]([C:13]1[CH:12]=[CH:11][C:10]([C:8]2[C:7]([O:18][CH2:19][C:20]([F:23])([F:22])[F:21])=[N:6][CH:5]=[C:4]([CH:9]=2)[C:3]([OH:24])=[O:2])=[CH:15][CH:14]=1)#[N:17]. The catalyst class is: 6.